From a dataset of Forward reaction prediction with 1.9M reactions from USPTO patents (1976-2016). Predict the product of the given reaction. Given the reactants CS(C)=O.C(Cl)(=O)C(Cl)=O.[CH3:11][C:12]1[N:22]=[C:15]2[CH:16]=[CH:17][CH:18]=[C:19]([CH2:20][OH:21])[N:14]2[N:13]=1.C(N(CC)CC)C, predict the reaction product. The product is: [CH3:11][C:12]1[N:22]=[C:15]2[CH:16]=[CH:17][CH:18]=[C:19]([CH:20]=[O:21])[N:14]2[N:13]=1.